The task is: Predict the reaction yield, written as a fraction of the theoretical maximum amount of product (1.0 means a 100% yield; for example, 0.34 means a 34% yield).. This data is from Reaction yield outcomes from USPTO patents with 853,638 reactions. (1) The reactants are [CH:1]1([NH2:7])[CH2:6][CH2:5][CH2:4][CH2:3][CH2:2]1.[C:8]([O:12][C:13](=[O:28])[CH2:14]/[C:15](=[CH:19]\[CH2:20][CH2:21][C:22]1[CH:27]=[CH:26][CH:25]=[CH:24][CH:23]=1)/[C:16]([OH:18])=[O:17])([CH3:11])([CH3:10])[CH3:9]. The catalyst is CO. The product is [CH:1]1([NH2:7])[CH2:6][CH2:5][CH2:4][CH2:3][CH2:2]1.[C:8]([O:12][C:13](=[O:28])[CH2:14][C@@H:15]([CH2:19][CH2:20][CH2:21][C:22]1[CH:23]=[CH:24][CH:25]=[CH:26][CH:27]=1)[C:16]([OH:18])=[O:17])([CH3:11])([CH3:9])[CH3:10]. The yield is 0.640. (2) The reactants are C[O:2][C:3]([C:5]1[C:6]([O:11][CH3:12])=[N:7][CH:8]=[CH:9][CH:10]=1)=O.[BH4-].[Li+]. The catalyst is O1CCCC1. The product is [CH3:12][O:11][C:6]1[C:5]([CH2:3][OH:2])=[CH:10][CH:9]=[CH:8][N:7]=1. The yield is 1.00. (3) The reactants are [Mg].Cl[C:3]([CH3:11])([CH3:10])[C:4]#[C:5][Si:6]([CH3:9])([CH3:8])[CH3:7].[C:12](=[O:14])=[O:13].Cl. The catalyst is O.C1COCC1. The product is [CH3:10][C:3]([CH3:11])([C:4]#[C:5][Si:6]([CH3:9])([CH3:8])[CH3:7])[C:12]([OH:14])=[O:13]. The yield is 1.00.